From a dataset of Peptide-MHC class I binding affinity with 185,985 pairs from IEDB/IMGT. Regression. Given a peptide amino acid sequence and an MHC pseudo amino acid sequence, predict their binding affinity value. This is MHC class I binding data. The peptide sequence is EPHQLCETI. The MHC is HLA-B35:01 with pseudo-sequence HLA-B35:01. The binding affinity (normalized) is 0.289.